Dataset: HIV replication inhibition screening data with 41,000+ compounds from the AIDS Antiviral Screen. Task: Binary Classification. Given a drug SMILES string, predict its activity (active/inactive) in a high-throughput screening assay against a specified biological target. (1) The drug is CC1N(O)CC2OC(n3ccc(=O)[nH]c3=O)C(O)C21O.CC1N(O)CC2OC(n3ccc(=O)[nH]c3=O)C(O)C21O. The result is 0 (inactive). (2) The compound is CC1(C(=O)O)CC(C(=O)O)=Nn2c3ccccc3c3cccc1c32. The result is 0 (inactive). (3) The molecule is Cn1c(=O)ccc2ccc(N(CCO)CCO)nc21. The result is 0 (inactive). (4) The molecule is COc1cc(C2c3cc4c(cc3OC(N3CCCC3)C2C)OCO4)cc(OC)c1O. The result is 0 (inactive). (5) The drug is CC1=CC(C)=Nc2ccc(C)cc2N1.[O-][Cl+3]([O-])([O-])O. The result is 0 (inactive).